The task is: Predict the product of the given reaction.. This data is from Forward reaction prediction with 1.9M reactions from USPTO patents (1976-2016). (1) Given the reactants [F:1][C:2]([F:10])(S(F)(=O)=O)C(O)=O.[F:11][C:12]([F:37])([F:36])[C@H:13]1[CH2:18][CH2:17][C@H:16]([NH:19][C:20](=[O:35])[C:21]2[CH:26]=[C:25]([N+:27]([O-:29])=[O:28])[C:24]([NH2:30])=[N:23][C:22]=2[O:31][CH2:32][CH2:33][OH:34])[CH2:15][CH2:14]1, predict the reaction product. The product is: [F:37][C:12]([F:36])([F:11])[C@H:13]1[CH2:14][CH2:15][C@H:16]([NH:19][C:20](=[O:35])[C:21]2[CH:26]=[C:25]([N+:27]([O-:29])=[O:28])[C:24]([NH2:30])=[N:23][C:22]=2[O:31][CH2:32][CH2:33][O:34][CH:2]([F:10])[F:1])[CH2:17][CH2:18]1. (2) Given the reactants [CH3:1][O:2][C:3]1[CH:4]=[C:5]([CH:7]=[CH:8][CH:9]=1)[NH2:6].[C:10]1(=[O:20])[O:15][C:13](=[O:14])[C:12]2=[CH:16][CH:17]=[CH:18][CH:19]=[C:11]12.O, predict the reaction product. The product is: [CH3:1][O:2][C:3]1[CH:4]=[C:5]([CH:7]=[CH:8][CH:9]=1)[NH:6][C:10]([C:11]1[CH:19]=[CH:18][CH:17]=[CH:16][C:12]=1[C:13]([OH:15])=[O:14])=[O:20]. (3) Given the reactants [Br:1][C:2]1[C:3]([Cl:22])=[N:4][CH:5]=[C:6]([CH:21]=1)[C:7]([NH:9][C:10]1[CH:15]=[CH:14][C:13]([O:16][C:17]([F:20])([F:19])[F:18])=[CH:12][CH:11]=1)=[O:8].[CH3:23][N:24]([CH3:30])[CH2:25][CH2:26][CH2:27][NH:28][CH3:29].[CH3:31][CH2:32][N:33]([CH:37]([CH3:39])[CH3:38])[CH:34]([CH3:36])[CH3:35], predict the reaction product. The product is: [Br:1][C:2]1[C:3]([N:28]([CH2:27][CH2:26][CH2:25][N:24]([CH3:30])[CH3:23])[CH3:29])=[N:4][CH:5]=[C:6]([CH:21]=1)[C:7]([NH:9][C:10]1[CH:15]=[CH:14][C:13]([O:16][C:17]([F:20])([F:19])[F:18])=[CH:12][CH:11]=1)=[O:8].[CH3:31][CH2:32][N:33]([CH:37]([CH3:39])[CH3:38])[CH:34]([CH3:36])[CH3:35].[ClH:22].